From a dataset of Forward reaction prediction with 1.9M reactions from USPTO patents (1976-2016). Predict the product of the given reaction. (1) Given the reactants [CH3:1][O:2][C:3]1[CH:4]=[CH:5][C:6]([CH2:11][C@@H:12]2[C@@H:17]([CH2:18][C:19]3[CH:20]=[CH:21][C:22]([OH:27])=[C:23]([O:25][CH3:26])[CH:24]=3)[C:15](=[O:16])[O:14][CH2:13]2)=[CH:7][C:8]=1[O:9][CH3:10].[C:28]([OH:32])(=[O:31])[CH2:29][CH3:30].O.Cl.C(N=C=NCCCN(C)C)C, predict the reaction product. The product is: [CH3:1][O:2][C:3]1[CH:4]=[CH:5][C:6]([CH2:11][C@@H:12]2[C@@H:17]([CH2:18][C:19]3[CH:20]=[CH:21][C:22]([OH:27])=[C:23]([O:25][CH3:26])[CH:24]=3)[C:15](=[O:16])[O:14][CH2:13]2)=[CH:7][C:8]=1[O:9][CH3:10].[C:28]([O-:32])(=[O:31])[CH2:29][CH3:30]. (2) Given the reactants C([N:8]1[CH2:13][CH2:12][CH:11]([NH:14][C:15]([C:17]2[NH:18][C:19]3[C:24]([CH:25]=2)=[C:23]([C:26]2[CH:31]=[CH:30][C:29]([O:32][CH3:33])=[CH:28][CH:27]=2)[CH:22]=[CH:21][CH:20]=3)=[O:16])[CH2:10][CH2:9]1)C1C=CC=CC=1.Cl, predict the reaction product. The product is: [NH:8]1[CH2:13][CH2:12][CH:11]([NH:14][C:15]([C:17]2[NH:18][C:19]3[C:24]([CH:25]=2)=[C:23]([C:26]2[CH:27]=[CH:28][C:29]([O:32][CH3:33])=[CH:30][CH:31]=2)[CH:22]=[CH:21][CH:20]=3)=[O:16])[CH2:10][CH2:9]1. (3) Given the reactants [Cl:1][C:2]1[N:9]=[CH:8][C:7]([CH2:10][CH3:11])=[CH:6][C:3]=1[CH:4]=[O:5].N1C=CN=C1.[C:17]1(=[O:23])[CH2:22][CH2:21][CH2:20][CH:19]=[CH:18]1, predict the reaction product. The product is: [Cl:1][C:2]1[C:3]([CH:4]([OH:5])[C:18]2[C:17](=[O:23])[CH2:22][CH2:21][CH2:20][CH:19]=2)=[CH:6][C:7]([CH2:10][CH3:11])=[CH:8][N:9]=1. (4) Given the reactants [C:1]([O:5][C:6]([N:8]1[CH2:13][CH2:12][CH2:11][CH:10]([C:14]2[C:22]3[C:17](=[N:18][CH:19]=[CH:20][C:21]=3[O:23][C:24]3[CH:32]=[CH:31][C:27]([C:28](O)=[O:29])=[CH:26][CH:25]=3)[N:16]([CH2:33][C:34]3[CH:39]=[CH:38][C:37]([O:40][CH3:41])=[CH:36][CH:35]=3)[N:15]=2)[CH2:9]1)=[O:7])([CH3:4])([CH3:3])[CH3:2].[CH3:42][C:43]1[S:47][C:46]([NH2:48])=[N:45][CH:44]=1.CN(C(ON1N=NC2C=CC=NC1=2)=[N+](C)C)C.F[P-](F)(F)(F)(F)F.CCN(C(C)C)C(C)C, predict the reaction product. The product is: [CH3:41][O:40][C:37]1[CH:36]=[CH:35][C:34]([CH2:33][N:16]2[C:17]3=[N:18][CH:19]=[CH:20][C:21]([O:23][C:24]4[CH:25]=[CH:26][C:27]([C:28](=[O:29])[NH:48][C:46]5[S:47][C:43]([CH3:42])=[CH:44][N:45]=5)=[CH:31][CH:32]=4)=[C:22]3[C:14]([CH:10]3[CH2:11][CH2:12][CH2:13][N:8]([C:6]([O:5][C:1]([CH3:2])([CH3:3])[CH3:4])=[O:7])[CH2:9]3)=[N:15]2)=[CH:39][CH:38]=1. (5) Given the reactants [CH3:1][C:2]1[C:3]([N+:12]([O-])=O)=[C:4]([NH:8][CH2:9][CH2:10][CH3:11])[CH:5]=[CH:6][CH:7]=1, predict the reaction product. The product is: [CH3:1][C:2]1[CH:7]=[CH:6][CH:5]=[C:4]([NH:8][CH2:9][CH2:10][CH3:11])[C:3]=1[NH2:12].